This data is from Reaction yield outcomes from USPTO patents with 853,638 reactions. The task is: Predict the reaction yield, written as a fraction of the theoretical maximum amount of product (1.0 means a 100% yield; for example, 0.34 means a 34% yield). (1) The reactants are [CH3:1][C:2]1[S:3][C:4]([C:8]2[CH:23]=[CH:22][C:11]([CH2:12][NH:13][C:14]([C@@H:16]3[CH2:20][C@@H:19]([OH:21])[CH2:18][NH:17]3)=[O:15])=[CH:10][CH:9]=2)=[C:5]([CH3:7])[N:6]=1.[CH3:24][C:25]1[CH:29]=[C:28]([CH2:30][C:31](O)=[O:32])[O:27][N:26]=1.CCN(C(C)C)C(C)C.CN(C(ON1N=NC2C=CC=NC1=2)=[N+](C)C)C.F[P-](F)(F)(F)(F)F. The catalyst is CN(C=O)C. The product is [CH3:1][C:2]1[S:3][C:4]([C:8]2[CH:9]=[CH:10][C:11]([CH2:12][NH:13][C:14]([C@@H:16]3[CH2:20][C@@H:19]([OH:21])[CH2:18][N:17]3[C:31](=[O:32])[CH2:30][C:28]3[O:27][N:26]=[C:25]([CH3:24])[CH:29]=3)=[O:15])=[CH:22][CH:23]=2)=[C:5]([CH3:7])[N:6]=1. The yield is 0.630. (2) The product is [F:1][C:2]1[CH:7]=[C:6]([C:8]2[N:11]=[C:17]([CH3:18])[O:10][N:9]=2)[CH:5]=[CH:4][C:3]=1[CH2:12][C:13]([O:15][CH3:16])=[O:14]. No catalyst specified. The reactants are [F:1][C:2]1[CH:7]=[C:6]([C:8](=[NH:11])[NH:9][OH:10])[CH:5]=[CH:4][C:3]=1[CH2:12][C:13]([O:15][CH3:16])=[O:14].[CH3:17][C:18](OC(C)=O)=O. The yield is 0.840. (3) The reactants are [O:1]1[CH2:6][CH2:5][N:4]([C:7]2[CH:8]=[CH:9][C:10]([N+:15]([O-:17])=[O:16])=[C:11]([CH2:13][OH:14])[CH:12]=2)[CH2:3][CH2:2]1.C(N(CC)CC)C.[C:25]([Si:29](Cl)([CH3:31])[CH3:30])([CH3:28])([CH3:27])[CH3:26]. The catalyst is CN(C)C1C=CN=CC=1.ClCCl.C(OCC)(=O)C. The product is [Si:29]([O:14][CH2:13][C:11]1[CH:12]=[C:7]([N:4]2[CH2:5][CH2:6][O:1][CH2:2][CH2:3]2)[CH:8]=[CH:9][C:10]=1[N+:15]([O-:17])=[O:16])([C:25]([CH3:28])([CH3:27])[CH3:26])([CH3:31])[CH3:30]. The yield is 0.909. (4) The reactants are [CH2:1]([O:3][C:4]([C:6]1[NH:14][C:13]2[CH:12]=[CH:11][N:10]=[CH:9][C:8]=2[C:7]=1[NH2:15])=[O:5])[CH3:2].[F:16][C:17]1[CH:22]=[C:21]([Si:23]([CH3:26])([CH3:25])[CH3:24])[CH:20]=[CH:19][C:18]=1OS(C(F)(F)F)(=O)=O.CC1(C)C2C(=C(P(C3C=CC=CC=3)C3C=CC=CC=3)C=CC=2)OC2C(P(C3C=CC=CC=3)C3C=CC=CC=3)=CC=CC1=2.C([O-])([O-])=O.[Cs+].[Cs+]. The catalyst is C1(C)C=CC=CC=1.CCOC(C)=O.C1C=CC(/C=C/C(/C=C/C2C=CC=CC=2)=O)=CC=1.C1C=CC(/C=C/C(/C=C/C2C=CC=CC=2)=O)=CC=1.C1C=CC(/C=C/C(/C=C/C2C=CC=CC=2)=O)=CC=1.[Pd].[Pd]. The product is [CH2:1]([O:3][C:4]([C:6]1[NH:14][C:13]2[CH:12]=[CH:11][N:10]=[CH:9][C:8]=2[C:7]=1[NH:15][C:18]1[CH:19]=[CH:20][C:21]([Si:23]([CH3:25])([CH3:24])[CH3:26])=[CH:22][C:17]=1[F:16])=[O:5])[CH3:2]. The yield is 0.420. (5) The reactants are [F:1][C@H:2]1[C@@H:8]([OH:9])[CH2:7][CH2:6][N:5]([C:10]([O:12][C:13]([CH3:16])([CH3:15])[CH3:14])=[O:11])[CH2:4][CH2:3]1.[N+:17]([C:20]1[CH:25]=[CH:24][C:23]([S:26](Cl)(=[O:28])=[O:27])=[CH:22][CH:21]=1)([O-:19])=[O:18].CCN(CC)CC. The catalyst is C(Cl)Cl. The product is [F:1][C@H:2]1[C@@H:8]([O:9][S:26]([C:23]2[CH:22]=[CH:21][C:20]([N+:17]([O-:19])=[O:18])=[CH:25][CH:24]=2)(=[O:27])=[O:28])[CH2:7][CH2:6][N:5]([C:10]([O:12][C:13]([CH3:16])([CH3:15])[CH3:14])=[O:11])[CH2:4][CH2:3]1. The yield is 0.680. (6) The reactants are [CH3:1][O:2][C:3](=[O:18])[C@H:4]([OH:17])[CH2:5][NH:6][C:7]1[CH:16]=[CH:15][C:10]2[C:11]([CH3:14])=[N:12][O:13][C:9]=2[CH:8]=1.[C:19](N1C=CN=C1)(N1C=CN=C1)=[O:20].CC#N.O. The catalyst is C(Cl)Cl. The product is [CH3:1][O:2][C:3]([C@@H:4]1[O:17][C:19](=[O:20])[N:6]([C:7]2[CH:16]=[CH:15][C:10]3[C:11]([CH3:14])=[N:12][O:13][C:9]=3[CH:8]=2)[CH2:5]1)=[O:18]. The yield is 0.460.